Dataset: TCR-epitope binding with 47,182 pairs between 192 epitopes and 23,139 TCRs. Task: Binary Classification. Given a T-cell receptor sequence (or CDR3 region) and an epitope sequence, predict whether binding occurs between them. (1) The epitope is FIAGLIAIV. The TCR CDR3 sequence is CASSLGPREEQYF. Result: 1 (the TCR binds to the epitope). (2) The epitope is DPFRLLQNSQVFS. The TCR CDR3 sequence is CASSPIGGADEKLFF. Result: 1 (the TCR binds to the epitope). (3) The epitope is LLLGIGILV. The TCR CDR3 sequence is CATRRGTGDNEQFF. Result: 0 (the TCR does not bind to the epitope). (4) The epitope is KLSYGIATV. The TCR CDR3 sequence is CATSGTGLDIRTDTQYF. Result: 1 (the TCR binds to the epitope). (5) The epitope is RISNCVADY. The TCR CDR3 sequence is CASSFSGEYQPQHF. Result: 1 (the TCR binds to the epitope). (6) Result: 1 (the TCR binds to the epitope). The TCR CDR3 sequence is CASSLGQGTYEQYF. The epitope is GTSGSPIVNR.